From a dataset of NCI-60 drug combinations with 297,098 pairs across 59 cell lines. Regression. Given two drug SMILES strings and cell line genomic features, predict the synergy score measuring deviation from expected non-interaction effect. (1) Drug 1: CC12CCC3C(C1CCC2=O)CC(=C)C4=CC(=O)C=CC34C. Drug 2: CC1OCC2C(O1)C(C(C(O2)OC3C4COC(=O)C4C(C5=CC6=C(C=C35)OCO6)C7=CC(=C(C(=C7)OC)O)OC)O)O. Cell line: SW-620. Synergy scores: CSS=68.2, Synergy_ZIP=3.53, Synergy_Bliss=3.38, Synergy_Loewe=2.94, Synergy_HSA=4.53. (2) Drug 1: CCCS(=O)(=O)NC1=C(C(=C(C=C1)F)C(=O)C2=CNC3=C2C=C(C=N3)C4=CC=C(C=C4)Cl)F. Drug 2: C1=NC(=NC(=O)N1C2C(C(C(O2)CO)O)O)N. Cell line: OVCAR-5. Synergy scores: CSS=-4.71, Synergy_ZIP=2.24, Synergy_Bliss=0.977, Synergy_Loewe=-8.49, Synergy_HSA=-4.82. (3) Drug 1: C1=NC(=NC(=O)N1C2C(C(C(O2)CO)O)O)N. Drug 2: B(C(CC(C)C)NC(=O)C(CC1=CC=CC=C1)NC(=O)C2=NC=CN=C2)(O)O. Cell line: HCC-2998. Synergy scores: CSS=49.3, Synergy_ZIP=-2.75, Synergy_Bliss=4.30, Synergy_Loewe=-27.9, Synergy_HSA=1.13. (4) Synergy scores: CSS=3.42, Synergy_ZIP=-0.421, Synergy_Bliss=1.83, Synergy_Loewe=-0.771, Synergy_HSA=1.21. Cell line: 786-0. Drug 1: CCCS(=O)(=O)NC1=C(C(=C(C=C1)F)C(=O)C2=CNC3=C2C=C(C=N3)C4=CC=C(C=C4)Cl)F. Drug 2: C1CN(P(=O)(OC1)NCCCl)CCCl. (5) Drug 1: COC1=C(C=C2C(=C1)N=CN=C2NC3=CC(=C(C=C3)F)Cl)OCCCN4CCOCC4. Drug 2: C1=NC(=NC(=O)N1C2C(C(C(O2)CO)O)O)N. Cell line: NCI-H226. Synergy scores: CSS=29.7, Synergy_ZIP=1.05, Synergy_Bliss=5.32, Synergy_Loewe=5.13, Synergy_HSA=4.95.